From a dataset of Forward reaction prediction with 1.9M reactions from USPTO patents (1976-2016). Predict the product of the given reaction. (1) Given the reactants [CH3:1][N:2]1[C:10]2[C:5](=[CH:6][C:7]([NH:11][C:12]3[C:13]4[CH:30]=[CH:29][N:28](S(C5C=CC(C)=CC=5)(=O)=O)[C:14]=4[N:15]=[C:16]([NH:18][C:19]4[CH:27]=[CH:26][C:22]([C:23]([NH2:25])=[O:24])=[CH:21][CH:20]=4)[N:17]=3)=[CH:8][CH:9]=2)[CH:4]=[N:3]1.[OH-].[K+].CC(O)=O, predict the reaction product. The product is: [CH3:1][N:2]1[C:10]2[C:5](=[CH:6][C:7]([NH:11][C:12]3[C:13]4[CH:30]=[CH:29][NH:28][C:14]=4[N:15]=[C:16]([NH:18][C:19]4[CH:27]=[CH:26][C:22]([C:23]([NH2:25])=[O:24])=[CH:21][CH:20]=4)[N:17]=3)=[CH:8][CH:9]=2)[CH:4]=[N:3]1. (2) Given the reactants C[C:2]1[CH:6]=[C:5]([CH3:7])[N:4]([C:8](=[NH:20])[NH:9][S:10]([C:13]2[CH:18]=[CH:17][C:16]([CH3:19])=[CH:15][CH:14]=2)(=[O:12])=[O:11])[N:3]=1.CS(O)(=O)=O.[NH:26]([C:28]1C=CC=CN=1)N, predict the reaction product. The product is: [NH2:20][C:8]([NH:4][NH:3][C:2]1[CH:6]=[CH:5][CH:7]=[CH:28][N:26]=1)=[N:9][S:10]([C:13]1[CH:14]=[CH:15][C:16]([CH3:19])=[CH:17][CH:18]=1)(=[O:11])=[O:12].